From a dataset of Full USPTO retrosynthesis dataset with 1.9M reactions from patents (1976-2016). Predict the reactants needed to synthesize the given product. Given the product [O:5]=[C:3]([CH2:15][CH2:16][CH2:17][CH2:18][CH2:19][CH2:20][CH2:21][CH2:22][CH3:23])[CH2:2][C:1]([O:7][CH2:8][CH3:9])=[O:6], predict the reactants needed to synthesize it. The reactants are: [C:1]([O:7][CH2:8][CH3:9])(=[O:6])[CH2:2][C:3]([O-:5])=O.[Li]CCCC.[C:15](Cl)(=O)[CH2:16][CH2:17][CH2:18][CH2:19][CH2:20][CH2:21][CH2:22][CH2:23]C.